Dataset: CYP3A4 inhibition data for predicting drug metabolism from PubChem BioAssay. Task: Regression/Classification. Given a drug SMILES string, predict its absorption, distribution, metabolism, or excretion properties. Task type varies by dataset: regression for continuous measurements (e.g., permeability, clearance, half-life) or binary classification for categorical outcomes (e.g., BBB penetration, CYP inhibition). Dataset: cyp3a4_veith. The drug is COc1ccc2[nH]cc(C3=CCNCC3)c2c1. The result is 1 (inhibitor).